From a dataset of Full USPTO retrosynthesis dataset with 1.9M reactions from patents (1976-2016). Predict the reactants needed to synthesize the given product. (1) Given the product [C:3]([C:2]([C:6]1[CH:7]=[CH:8][C:9]([C:12]#[N:14])=[CH:10][CH:11]=1)([CH3:1])[CH3:5])#[N:4], predict the reactants needed to synthesize it. The reactants are: [CH3:1][C:2]([C:6]1[CH:11]=[CH:10][C:9]([CH3:12])=[CH:8][CH:7]=1)([CH3:5])[C:3]#[N:4].C[N:14](C=O)C. (2) The reactants are: [CH3:1][C:2]1[CH:7]=[C:6]([C:8]([CH3:10])=O)[CH:5]=[C:4]([CH3:11])[CH:3]=1.[BH4-].[Na+].[NH3:14]. Given the product [CH3:1][C:2]1[CH:7]=[C:6]([CH:8]([NH2:14])[CH3:10])[CH:5]=[C:4]([CH3:11])[CH:3]=1, predict the reactants needed to synthesize it. (3) Given the product [Cl:1][C:2]1[C:3]([NH:16][C:17]2[N:22]=[C:21]([NH:23][CH:33]3[CH2:34][CH2:35]3)[C:20]3=[N:36][CH:37]=[C:38]([C:39]#[N:40])[N:19]3[N:18]=2)=[CH:4][C:5]([C:14]#[N:15])=[CH:6][C:7]=1[CH:8]1[CH2:13][CH2:12][N:11]([C:49]([O:51][CH3:52])=[O:50])[CH2:10][CH2:9]1, predict the reactants needed to synthesize it. The reactants are: [Cl:1][C:2]1[C:7]([CH:8]2[CH2:13][CH2:12][NH:11][CH2:10][CH2:9]2)=[CH:6][C:5]([C:14]#[N:15])=[CH:4][C:3]=1[NH:16][C:17]1[N:22]=[C:21]([N:23]([CH:33]2[CH2:35][CH2:34]2)CC2C=CC(OC)=CC=2)[C:20]2=[N:36][CH:37]=[C:38]([C:39]#[N:40])[N:19]2[N:18]=1.C(N(CC)CC)C.Cl[C:49]([O:51][CH3:52])=[O:50].C1(OC)C=CC=CC=1.C(O)(C(F)(F)F)=O. (4) Given the product [Cl:20][C:5]1[C:6]([NH:8][C:9]2[CH:19]=[CH:18][CH:17]=[CH:16][C:10]=2[C:11]([N:13]([CH3:15])[CH3:14])=[O:12])=[N:7][C:2]([NH:32][C:31]2[CH:33]=[CH:34][CH:35]=[C:29]([CH2:28][CH2:27][N:21]3[CH2:22][CH2:23][O:24][CH2:25][CH2:26]3)[CH:30]=2)=[N:3][CH:4]=1, predict the reactants needed to synthesize it. The reactants are: Cl[C:2]1[N:7]=[C:6]([NH:8][C:9]2[CH:19]=[CH:18][CH:17]=[CH:16][C:10]=2[C:11]([N:13]([CH3:15])[CH3:14])=[O:12])[C:5]([Cl:20])=[CH:4][N:3]=1.[N:21]1([CH2:27][CH2:28][C:29]2[CH:30]=[C:31]([CH:33]=[CH:34][CH:35]=2)[NH2:32])[CH2:26][CH2:25][O:24][CH2:23][CH2:22]1.C(O)(C(F)(F)F)=O. (5) Given the product [CH3:35][S:32]([CH2:31][CH2:30][N:27]1[CH2:28][CH2:29][N:24]([C:21]2[CH:22]=[CH:23][C:18]([N:11]3[C:12]4[C:17](=[CH:16][CH:15]=[CH:14][CH:13]=4)[NH:8][CH2:9][CH2:10]3)=[N:19][CH:20]=2)[CH2:25][CH2:26]1)(=[O:34])=[O:33], predict the reactants needed to synthesize it. The reactants are: C(OC([N:8]1[C:17]2[C:12](=[CH:13][CH:14]=[CH:15][CH:16]=2)[N:11]([C:18]2[CH:23]=[CH:22][C:21]([N:24]3[CH2:29][CH2:28][N:27]([CH2:30][CH2:31][S:32]([CH3:35])(=[O:34])=[O:33])[CH2:26][CH2:25]3)=[CH:20][N:19]=2)[CH2:10][CH2:9]1)=O)(C)(C)C.Cl. (6) The reactants are: Cl[S:2]([N:5]=C=O)(=[O:4])=[O:3].C(O)(C)(C)C.Cl.[NH2:14][CH2:15][CH2:16][NH:17][C:18]1[C:19]([C:23]2[N:27]([C:28]3[CH:33]=[CH:32][C:31]([F:34])=[C:30]([Cl:35])[CH:29]=3)[C:26](=[O:36])[O:25][N:24]=2)=[N:20][O:21][N:22]=1.C(N(CC)CC)C. Given the product [Cl:35][C:30]1[CH:29]=[C:28]([N:27]2[C:26](=[O:36])[O:25][N:24]=[C:23]2[C:19]2[C:18]([NH:17][CH2:16][CH2:15][NH:14][S:2]([NH2:5])(=[O:4])=[O:3])=[N:22][O:21][N:20]=2)[CH:33]=[CH:32][C:31]=1[F:34], predict the reactants needed to synthesize it. (7) Given the product [Cl:1][C:2]1[CH:3]=[C:4]([C:9]2[O:13][C:12]([CH2:14][CH2:15][NH:16][C:17]([C:19]3[NH:23][N:22]=[C:21]([C:24]([N:33]4[CH2:34][CH2:35][N:30]([C:27](=[O:29])[CH3:28])[CH2:31][CH2:32]4)=[O:26])[CH:20]=3)=[O:18])=[CH:11][CH:10]=2)[CH:5]=[CH:6][C:7]=1[Cl:8], predict the reactants needed to synthesize it. The reactants are: [Cl:1][C:2]1[CH:3]=[C:4]([C:9]2[O:13][C:12]([CH2:14][CH2:15][NH:16][C:17]([C:19]3[NH:23][N:22]=[C:21]([C:24]([OH:26])=O)[CH:20]=3)=[O:18])=[CH:11][CH:10]=2)[CH:5]=[CH:6][C:7]=1[Cl:8].[C:27]([N:30]1[CH2:35][CH2:34][NH:33][CH2:32][CH2:31]1)(=[O:29])[CH3:28]. (8) Given the product [Cl:1][C:2]1[CH:17]=[CH:16][C:5]([O:6][C:7]2[CH:15]=[CH:14][C:10]([C:11]([NH:22][CH3:21])=[O:12])=[CH:9][CH:8]=2)=[C:4]([N+:18]([O-:20])=[O:19])[CH:3]=1, predict the reactants needed to synthesize it. The reactants are: [Cl:1][C:2]1[CH:17]=[CH:16][C:5]([O:6][C:7]2[CH:15]=[CH:14][C:10]([C:11](Cl)=[O:12])=[CH:9][CH:8]=2)=[C:4]([N+:18]([O-:20])=[O:19])[CH:3]=1.[CH3:21][NH2:22]. (9) Given the product [CH2:14]([N:18]1[C:23]([NH:13][CH2:12][CH2:11][C:8]2[CH:7]=[CH:6][C:5]([N+:2]([O-:4])=[O:3])=[CH:10][CH:9]=2)=[CH:22][C:21](=[O:25])[N:20]([CH2:26][C:27]2[CH:32]=[CH:31][CH:30]=[CH:29][C:28]=2[F:33])[C:19]1=[O:34])[CH2:15][CH2:16][CH3:17], predict the reactants needed to synthesize it. The reactants are: Cl.[N+:2]([C:5]1[CH:10]=[CH:9][C:8]([CH2:11][CH2:12][NH2:13])=[CH:7][CH:6]=1)([O-:4])=[O:3].[CH2:14]([N:18]1[C:23](Cl)=[CH:22][C:21](=[O:25])[N:20]([CH2:26][C:27]2[CH:32]=[CH:31][CH:30]=[CH:29][C:28]=2[F:33])[C:19]1=[O:34])[CH2:15][CH2:16][CH3:17].C(N(CC)CC)C.O.